Dataset: Catalyst prediction with 721,799 reactions and 888 catalyst types from USPTO. Task: Predict which catalyst facilitates the given reaction. (1) Reactant: Cl[C:2]1[N:3]=[C:4]([CH3:13])[CH:5]=[C:6]2[CH2:11][CH2:10][O:9][C:8](=[O:12])[C:7]=12.[F:14][C:15]1[CH:21]=[CH:20][C:18]([NH2:19])=[CH:17][CH:16]=1. Product: [F:14][C:15]1[CH:21]=[CH:20][C:18]([NH:19][C:2]2[N:3]=[C:4]([CH3:13])[CH:5]=[C:6]3[CH2:11][CH2:10][O:9][C:8](=[O:12])[C:7]=23)=[CH:17][CH:16]=1. The catalyst class is: 8. (2) Reactant: Cl[C:2]1[C:15]2[C:14](=O)[C:13]3[C:8](=[CH:9][CH:10]=[CH:11][CH:12]=3)[C:7](=[O:17])[C:6]=2[C:5]([CH3:18])=[CH:4][CH:3]=1.O.[NH2:20][NH2:21]. The catalyst class is: 17. Product: [CH3:18][C:5]1[CH:4]=[CH:3][C:2]2[NH:20][N:21]=[C:14]3[C:15]=2[C:6]=1[C:7](=[O:17])[C:8]1[CH:9]=[CH:10][CH:11]=[CH:12][C:13]3=1. (3) Reactant: Br[C:2]1[S:6][C:5]([CH:7]=[C:8]2[CH2:13][CH2:12][CH:11]([C:14]([O:16][CH2:17][CH3:18])=[O:15])[CH2:10][CH2:9]2)=[N:4][CH:3]=1.[CH3:19][C:20]1[CH:25]=[CH:24][N:23]=[C:22]([NH:26][C:27]2[CH:32]=[C:31](B3OC(C)(C)C(C)(C)O3)[CH:30]=[C:29]([CH3:42])[CH:28]=2)[N:21]=1.C(=O)([O-])[O-].[Na+].[Na+]. Product: [CH3:42][C:29]1[CH:30]=[C:31]([C:2]2[S:6][C:5]([CH:7]=[C:8]3[CH2:13][CH2:12][CH:11]([C:14]([O:16][CH2:17][CH3:18])=[O:15])[CH2:10][CH2:9]3)=[N:4][CH:3]=2)[CH:32]=[C:27]([NH:26][C:22]2[N:21]=[C:20]([CH3:19])[CH:25]=[CH:24][N:23]=2)[CH:28]=1. The catalyst class is: 12. (4) Reactant: [C:1]1([C:7]2[CH:20]=[CH:19][C:10]3[N:11]=[C:12]([CH2:14][C:15]([NH:17][NH2:18])=[O:16])[S:13][C:9]=3[CH:8]=2)[CH:6]=[CH:5][CH:4]=[CH:3][CH:2]=1.[C:21]1([CH3:33])[CH:26]=[CH:25][C:24]([S:27]([N:30]=[C:31]=O)(=[O:29])=[O:28])=[CH:23][CH:22]=1.CCCP1(OP(CCC)(=O)OP(CCC)(=O)O1)=O. Product: [CH3:33][C:21]1[CH:26]=[CH:25][C:24]([S:27]([NH:30][C:31]2[O:16][C:15]([CH2:14][C:12]3[S:13][C:9]4[CH:8]=[C:7]([C:1]5[CH:2]=[CH:3][CH:4]=[CH:5][CH:6]=5)[CH:20]=[CH:19][C:10]=4[N:11]=3)=[N:17][N:18]=2)(=[O:29])=[O:28])=[CH:23][CH:22]=1. The catalyst class is: 169. (5) Reactant: [F:1][C:2]1[CH:7]=[CH:6][C:5]([C:8]([CH3:24])([CH3:23])[C:9](=O)[CH2:10][NH:11][C:12]([NH:14][C:15]2[CH:20]=[CH:19][C:18]([F:21])=[CH:17][CH:16]=2)=[S:13])=[CH:4][C:3]=1[O:25][CH3:26]. Product: [F:1][C:2]1[CH:7]=[CH:6][C:5]([C:8]([C:9]2[N:14]([C:15]3[CH:20]=[CH:19][C:18]([F:21])=[CH:17][CH:16]=3)[C:12](=[S:13])[NH:11][CH:10]=2)([CH3:24])[CH3:23])=[CH:4][C:3]=1[O:25][CH3:26]. The catalyst class is: 52. (6) Reactant: ClC[C:3]1[N:4]=[C:5]2[CH2:14][C:13]3[N:12]=[CH:11][C:10]([C:15]#[N:16])=[C:9]([NH:17][C:18]4[CH:23]=[C:22]([O:24][CH3:25])[C:21]([O:26][CH3:27])=[C:20]([O:28][CH3:29])[CH:19]=4)[C:8]=3[CH:7]=[C:6]2[N:30]=1.N1CCOCC1.C(=O)([O-])[O-].[K+].[K+]. Product: [CH3:25][O:24][C:22]1[CH:23]=[C:18]([CH:19]=[C:20]([O:28][CH3:29])[C:21]=1[O:26][CH3:27])[NH:17][C:9]1[C:8]2[CH:7]=[C:6]3[N:30]=[CH:3][NH:4][C:5]3=[CH:14][C:13]=2[N:12]=[CH:11][C:10]=1[C:15]#[N:16]. The catalyst class is: 8.